Predict the reaction yield, written as a fraction of the theoretical maximum amount of product (1.0 means a 100% yield; for example, 0.34 means a 34% yield). From a dataset of Reaction yield outcomes from USPTO patents with 853,638 reactions. (1) The reactants are [C:1]1([N:7]2[C:15](=[O:16])[C:14]3[C@@H:13]4[C:17]([CH3:19])([CH3:18])[C@@:10]([CH3:20])([CH2:11][CH2:12]4)[C:9]=3[NH:8]2)[CH:6]=[CH:5][CH:4]=[CH:3][CH:2]=1.Br[CH2:22][CH:23]1[CH2:26][CH2:25][CH2:24]1. The catalyst is [I-].C([N+](CCCC)(CCCC)CCCC)CCC.CN(C)C=O.ClCCl.O. The product is [CH:23]1([CH2:22][N:8]2[C:9]3[C@:10]4([CH3:20])[C:17]([CH3:19])([CH3:18])[C@@H:13]([CH2:12][CH2:11]4)[C:14]=3[C:15](=[O:16])[N:7]2[C:1]2[CH:2]=[CH:3][CH:4]=[CH:5][CH:6]=2)[CH2:26][CH2:25][CH2:24]1. The yield is 0.110. (2) The reactants are S(=O)(=O)(O)O.[NH2:6][C@H:7]([CH2:11][C:12]1[CH:17]=[CH:16][C:15]([O:18][CH3:19])=[CH:14][CH:13]=1)[C:8]([OH:10])=[O:9].[OH-].[Na+].[CH3:22]O. No catalyst specified. The product is [NH2:6][C@H:7]([CH2:11][C:12]1[CH:13]=[CH:14][C:15]([O:18][CH3:19])=[CH:16][CH:17]=1)[C:8]([O:10][CH3:22])=[O:9]. The yield is 0.920.